This data is from Reaction yield outcomes from USPTO patents with 853,638 reactions. The task is: Predict the reaction yield, written as a fraction of the theoretical maximum amount of product (1.0 means a 100% yield; for example, 0.34 means a 34% yield). (1) The reactants are [CH3:1][N:2]([CH2:4][C:5]1[CH:23]=[CH:22][C:8](/[CH:9]=[N:10]/[C:11]2[CH:19]=[C:18]([F:20])[CH:17]=[C:16]3[C:12]=2[CH2:13][O:14][C:15]3=[O:21])=[CH:7][CH:6]=1)[CH3:3].[CH3:24][N:25]([CH2:27][C:28]1[CH:35]=[CH:34][C:31]([CH:32]=O)=[CH:30][CH:29]=1)[CH3:26].[O-:36][CH2:37][CH3:38].[Na+].C(O)C. The catalyst is C(OCC)(=O)CC. The product is [CH3:1][N:2]([CH2:4][C:5]1[CH:23]=[CH:22][C:8]([CH:9]2[CH:32]([C:31]3[CH:34]=[CH:35][C:28]([CH2:27][N:25]([CH3:24])[CH3:26])=[CH:29][CH:30]=3)[C:37](=[O:36])[C:38]3[C:16]([C:15]([O:14][CH2:13][CH3:12])=[O:21])=[CH:17][C:18]([F:20])=[CH:19][C:11]=3[NH:10]2)=[CH:7][CH:6]=1)[CH3:3]. The yield is 0.330. (2) The reactants are Cl[C:2]1[CH:3]=[C:4]([NH:10][C:11]2[N:16]=[CH:15][C:14]([CH:17]3[CH2:22][CH2:21][N:20]([CH2:23][CH3:24])[CH2:19][CH2:18]3)=[CH:13][CH:12]=2)[C:5](=[O:9])[N:6]([CH3:8])[N:7]=1.C([O:28][CH2:29][C:30]1[C:35](B2OC(C)(C)C(C)(C)O2)=[CH:34][CH:33]=[CH:32][C:31]=1[N:45]1[N:54]=[CH:53][C:52]2[C:47](=[CH:48][CH:49]=[C:50]([C:55]([CH3:58])([CH3:57])[CH3:56])[CH:51]=2)[C:46]1=[O:59])(=O)C.[O-]P([O-])([O-])=O.[K+].[K+].[K+].CC(C1C=C(C(C)C)C(C2C=CC=CC=2P(C2CCCCC2)C2CCCCC2)=C(C(C)C)C=1)C. The catalyst is C1C=CC(/C=C/C(/C=C/C2C=CC=CC=2)=O)=CC=1.C1C=CC(/C=C/C(/C=C/C2C=CC=CC=2)=O)=CC=1.[Pd].O.C(O)CCC. The product is [C:55]([C:50]1[CH:51]=[C:52]2[C:47](=[CH:48][CH:49]=1)[C:46](=[O:59])[N:45]([C:31]1[CH:32]=[CH:33][CH:34]=[C:35]([C:2]3[CH:3]=[C:4]([NH:10][C:11]4[N:16]=[CH:15][C:14]([CH:17]5[CH2:22][CH2:21][N:20]([CH2:23][CH3:24])[CH2:19][CH2:18]5)=[CH:13][CH:12]=4)[C:5](=[O:9])[N:6]([CH3:8])[N:7]=3)[C:30]=1[CH2:29][OH:28])[N:54]=[CH:53]2)([CH3:58])([CH3:56])[CH3:57]. The yield is 0.130. (3) The reactants are [CH:1]([N:4]1[C:8]([C:9]2[S:10][C:11]3[CH2:12][CH2:13][O:14][C:15]4[CH:22]=[CH:21][C:20]([C:23]5[C:24](=[O:29])[NH:25][CH:26]=[CH:27][CH:28]=5)=[CH:19][C:16]=4[C:17]=3[N:18]=2)=[N:7][CH:6]=[N:5]1)([CH3:3])[CH3:2].Br[CH2:31][CH2:32][O:33][CH3:34].[F-].[Cs+]. The catalyst is CN(C=O)C. The product is [CH:1]([N:4]1[C:8]([C:9]2[S:10][C:11]3[CH2:12][CH2:13][O:14][C:15]4[CH:22]=[CH:21][C:20]([C:23]5[C:24](=[O:29])[N:25]([CH2:31][CH2:32][O:33][CH3:34])[CH:26]=[CH:27][CH:28]=5)=[CH:19][C:16]=4[C:17]=3[N:18]=2)=[N:7][CH:6]=[N:5]1)([CH3:3])[CH3:2]. The yield is 0.240. (4) The reactants are [CH3:1][O:2][C:3]([C:5]1[S:6][C:7]([CH3:11])=[CH:8][C:9]=1[Br:10])=[O:4].C1C(=O)N([Br:19])C(=O)C1.C(OOC(=O)C1C=CC=CC=1)(=O)C1C=CC=CC=1. The catalyst is C(Cl)(Cl)(Cl)Cl. The product is [CH3:1][O:2][C:3]([C:5]1[S:6][C:7]([CH2:11][Br:19])=[CH:8][C:9]=1[Br:10])=[O:4]. The yield is 0.450. (5) The reactants are [CH3:1][O:2][C:3](=[O:13])[CH:4]([NH2:12])[CH2:5][CH2:6][CH2:7][CH2:8][CH2:9][CH:10]=[CH2:11].[F:14][C:15]1[CH:16]=[C:17](B(O)O)[CH:18]=[C:19]([C:21]([F:24])([F:23])[F:22])[CH:20]=1.C(N(CC)CC)C.Cl. The catalyst is C([O-])(=O)C.[Cu+2].C([O-])(=O)C.ClCCl. The product is [CH3:1][O:2][C:3](=[O:13])[CH:4]([NH:12][C:17]1[CH:16]=[C:15]([F:14])[CH:20]=[C:19]([C:21]([F:23])([F:24])[F:22])[CH:18]=1)[CH2:5][CH2:6][CH2:7][CH2:8][CH2:9][CH:10]=[CH2:11]. The yield is 0.260. (6) No catalyst specified. The reactants are [N:1]1[CH:6]=[CH:5][CH:4]=[CH:3][C:2]=1[NH:7][C:8](=[O:13])[C:9]([CH3:12])([CH3:11])[CH3:10].[Li]CCCC.CON(C)[C:22](=[O:26])[CH:23]([CH3:25])[CH3:24]. The yield is 0.690. The product is [C:22]([C:3]1[C:2]([NH:7][C:8](=[O:13])[C:9]([CH3:10])([CH3:12])[CH3:11])=[N:1][CH:6]=[CH:5][CH:4]=1)(=[O:26])[CH:23]([CH3:25])[CH3:24].